Dataset: Catalyst prediction with 721,799 reactions and 888 catalyst types from USPTO. Task: Predict which catalyst facilitates the given reaction. (1) Reactant: [Br:1][C:2]1[CH:7]=[CH:6][CH:5]=[C:4]([Cl:8])[C:3]=1[CH:9]([C:11]1[CH:12]=[C:13]([CH3:17])[CH:14]=[CH:15][CH:16]=1)O.[SiH](CC)(CC)CC.FC(F)(F)C(O)=O. Product: [Br:1][C:2]1[CH:7]=[CH:6][CH:5]=[C:4]([Cl:8])[C:3]=1[CH2:9][C:11]1[CH:16]=[CH:15][CH:14]=[C:13]([CH3:17])[CH:12]=1. The catalyst class is: 2. (2) Reactant: [NH2:1][C:2]1[N:7]=[C:6]([C:8]2[C:16]3[C:15](O)=[CH:14][CH:13]=[N:12][C:11]=3[N:10]([CH2:18][O:19][CH2:20][CH2:21][Si:22]([CH3:25])([CH3:24])[CH3:23])[CH:9]=2)[CH:5]=[CH:4][N:3]=1.C(OC(NC(=NC([O:40][C:41]([CH3:44])(C)C)=O)SC)=O)(C)(C)C.[CH3:45][N:46](C=O)[CH3:47]. Product: [CH3:45][N:46]([CH3:47])[CH2:44][CH2:41][O:40][C:14]1[CH:15]=[C:16]2[C:8]([C:6]3[CH:5]=[CH:4][N:3]=[C:2]([NH2:1])[N:7]=3)=[CH:9][N:10]([CH2:18][O:19][CH2:20][CH2:21][Si:22]([CH3:24])([CH3:23])[CH3:25])[C:11]2=[N:12][CH:13]=1. The catalyst class is: 170. (3) Reactant: [CH3:1][O:2][C:3]1[CH:4]=[C:5]2[C:10](=[CH:11][CH:12]=1)[N:9]=[CH:8][CH:7]=[C:6]2[SH:13].Br[C:15]1([C:19]([O:21][CH2:22][CH3:23])=[O:20])[CH2:18][CH2:17][CH2:16]1.C(=O)([O-])[O-].[Cs+].[Cs+].CN(C)C=O. Product: [CH3:1][O:2][C:3]1[CH:4]=[C:5]2[C:10](=[CH:11][CH:12]=1)[N:9]=[CH:8][CH:7]=[C:6]2[S:13][C:15]1([C:19]([O:21][CH2:22][CH3:23])=[O:20])[CH2:18][CH2:17][CH2:16]1. The catalyst class is: 6. (4) Reactant: [CH3:1][C:2]([CH3:29])([CH2:5][N:6]1[C:14]2[C:9](=[CH:10][C:11]([S:15]([N:18]3[CH2:22][CH2:21][CH2:20][CH2:19]3)(=[O:17])=[O:16])=[CH:12][CH:13]=2)[C:8]2([O:27][CH2:26][CH2:25][CH2:24][O:23]2)[C:7]1=O)[C:3]#[N:4].N.C1COCC1.[H][H]. Product: [CH3:1][C:2]1([CH3:29])[CH2:5][N:6]2[C:14]3[CH:13]=[CH:12][C:11]([S:15]([N:18]4[CH2:19][CH2:20][CH2:21][CH2:22]4)(=[O:16])=[O:17])=[CH:10][C:9]=3[C:8]3([O:27][CH2:26][CH2:25][CH2:24][O:23]3)[C:7]2=[N:4][CH2:3]1. The catalyst class is: 592. (5) Reactant: [CH3:1][C:2]1[CH:7]=[CH:6][CH:5]=[CH:4][C:3]=1[C:8]1[O:12][N:11]=[CH:10][C:9]=1[C:13]([OH:15])=O.CN(C(ON1N=NC2C=CC=CC1=2)=[N+](C)C)C.[B-](F)(F)(F)F.Cl.[NH:39]1[CH2:44][CH2:43][CH2:42][C@H:41]([C:45]([OH:48])([CH3:47])[CH3:46])[CH2:40]1.C(N(CC)CC)C. Product: [CH3:1][C:2]1[CH:7]=[CH:6][CH:5]=[CH:4][C:3]=1[C:8]1[O:12][N:11]=[CH:10][C:9]=1[C:13]([N:39]1[CH2:44][CH2:43][CH2:42][C@H:41]([C:45]([OH:48])([CH3:47])[CH3:46])[CH2:40]1)=[O:15]. The catalyst class is: 2. (6) Reactant: [Br:1][C:2]1[CH:3]=[C:4]2[C:9](=[CH:10][C:11]=1[O:12][CH2:13][C:14]1[CH:15]=[C:16]([S:20]([CH3:28])(=[N:22]C(OCC)=O)=[O:21])[CH:17]=[CH:18][CH:19]=1)[N:8]=[CH:7][N:6]=[C:5]2[NH:29][CH2:30][C@@H:31]([OH:33])[CH3:32].[O-]CC.[Na+].C(=O)(O)[O-].[Na+]. The catalyst class is: 8. Product: [Br:1][C:2]1[CH:3]=[C:4]2[C:9](=[CH:10][C:11]=1[O:12][CH2:13][C:14]1[CH:15]=[C:16]([S:20]([CH3:28])(=[NH:22])=[O:21])[CH:17]=[CH:18][CH:19]=1)[N:8]=[CH:7][N:6]=[C:5]2[NH:29][CH2:30][C@@H:31]([OH:33])[CH3:32].